Dataset: Choline transporter screen with 302,306 compounds. Task: Binary Classification. Given a drug SMILES string, predict its activity (active/inactive) in a high-throughput screening assay against a specified biological target. (1) The result is 0 (inactive). The compound is Fc1c(C\2N(Cc3ccncc3)C(=O)C(=O)C2=C(/O)c2cc3OCCOc3cc2)cccc1. (2) The drug is Clc1c(N(CC)C(=O)c2c(cc(OC)nc2)C(F)(F)F)ccc(Cl)c1. The result is 0 (inactive). (3) The compound is Clc1ccc(N\N=C(\C(=S)N)C#N)cc1. The result is 1 (active). (4) The molecule is ClC1=CC(/C=C(OC)C1=O)=C\NNC(=O)C(=O)NCc1occc1. The result is 0 (inactive). (5) The drug is O(c1cc(C(=O)NCc2cccnc2)ccc1OC)C. The result is 0 (inactive). (6) The compound is O=C(N(Cc1n(ccc1)C)Cc1ccc(OC)cc1)c1[nH]c2c(c1)cc(OC)cc2. The result is 0 (inactive).